Dataset: Forward reaction prediction with 1.9M reactions from USPTO patents (1976-2016). Task: Predict the product of the given reaction. (1) Given the reactants [OH:1][CH2:2][C:3]1[O:7][C:6]([CH2:8][N:9]([CH2:22][C:23]([F:26])([F:25])[F:24])[C:10]2[CH:17]=[CH:16][C:13]([C:14]#[N:15])=[C:12]([C:18]([F:21])([F:20])[F:19])[CH:11]=2)=[CH:5][CH:4]=1.[CH3:27][Si]([N-][Si](C)(C)C)(C)C.[Na+].CI, predict the reaction product. The product is: [CH3:27][O:1][CH2:2][C:3]1[O:7][C:6]([CH2:8][N:9]([CH2:22][C:23]([F:26])([F:24])[F:25])[C:10]2[CH:17]=[CH:16][C:13]([C:14]#[N:15])=[C:12]([C:18]([F:19])([F:20])[F:21])[CH:11]=2)=[CH:5][CH:4]=1. (2) The product is: [F:14][C:3]1[CH:4]=[C:5]([C:8]2[O:12][N:11]=[C:10]([CH3:13])[N:9]=2)[CH:6]=[CH:7][C:2]=1[N:64]1[CH2:65][CH2:66][C@H:62]([C:60]([N:57]2[CH2:56][CH2:55][N:54]([CH:52]([CH3:53])[CH3:51])[CH2:59][CH2:58]2)=[O:61])[CH2:63]1. Given the reactants Br[C:2]1[CH:7]=[CH:6][C:5]([C:8]2[O:12][N:11]=[C:10]([CH3:13])[N:9]=2)=[CH:4][C:3]=1[F:14].C1(P(C2CCCCC2)C2C=CC=CC=2C2C=CC=CC=2N(C)C)CCCCC1.P([O-])([O-])([O-])=O.[K+].[K+].[K+].[CH3:51][CH:52]([N:54]1[CH2:59][CH2:58][N:57]([C:60]([C@H:62]2[CH2:66][CH2:65][NH:64][CH2:63]2)=[O:61])[CH2:56][CH2:55]1)[CH3:53], predict the reaction product. (3) Given the reactants [OH:1][CH2:2][CH2:3][O:4][CH2:5][CH2:6][O:7][CH2:8][CH2:9][O:10][C:11]1[CH:16]=[CH:15][C:14](/[CH:17]=[CH:18]/[C:19]2[CH:24]=[CH:23][C:22]([N+:25]([O-])=O)=[CH:21][CH:20]=2)=[CH:13][N:12]=1.Cl, predict the reaction product. The product is: [OH:1][CH2:2][CH2:3][O:4][CH2:5][CH2:6][O:7][CH2:8][CH2:9][O:10][C:11]1[CH:16]=[CH:15][C:14](/[CH:17]=[CH:18]/[C:19]2[CH:24]=[CH:23][C:22]([NH2:25])=[CH:21][CH:20]=2)=[CH:13][N:12]=1. (4) Given the reactants [Cl:1][C:2]1[C:10]2[C:5](=[CH:6][CH:7]=[CH:8][CH:9]=2)[N:4]([C:11]2[CH:16]=[CH:15][C:14]([C:17](=O)[CH3:18])=[CH:13][CH:12]=2)[C:3]=1[C:20]([N:22]1[CH2:26][CH2:25][CH2:24][CH2:23]1)=[O:21].ClCCl.C([O-])(=O)C.[NH4+].C([BH3-])#[N:36].[Na+].Cl, predict the reaction product. The product is: [NH2:36][CH:17]([C:14]1[CH:13]=[CH:12][C:11]([N:4]2[C:5]3[C:10](=[CH:9][CH:8]=[CH:7][CH:6]=3)[C:2]([Cl:1])=[C:3]2[C:20]([N:22]2[CH2:23][CH2:24][CH2:25][CH2:26]2)=[O:21])=[CH:16][CH:15]=1)[CH3:18]. (5) Given the reactants [C:1](Cl)(=[O:5])[CH:2](C)C.[CH2:7]([O:14][CH2:15][C@H:16]([OH:19])[CH:17]=[CH2:18])[C:8]1[CH:13]=[CH:12][CH:11]=[CH:10][CH:9]=1.C(N([CH2:25][CH3:26])CC)C.O.[CH2:28](Cl)Cl, predict the reaction product. The product is: [CH2:7]([O:14][CH2:15][C@H:16]([O:19][C:1](=[O:5])[CH2:2][CH:25]([CH3:26])[CH3:28])[CH:17]=[CH2:18])[C:8]1[CH:13]=[CH:12][CH:11]=[CH:10][CH:9]=1. (6) Given the reactants [F:1][C:2]1[CH:3]=[CH:4][C:5]([O:19][CH3:20])=[C:6]([C:8]([CH3:18])([CH3:17])[CH2:9][C:10]2([C:13]([F:16])([F:15])[F:14])[CH2:12][O:11]2)[CH:7]=1.[NH2:21][C:22]1[CH:30]=[CH:29][CH:28]=[C:27]2[C:23]=1[CH:24]=[N:25][N:26]2[C:31]1[CH:32]=[C:33]([CH:38]=[CH:39][CH:40]=1)[C:34]([O:36][CH3:37])=[O:35], predict the reaction product. The product is: [F:1][C:2]1[CH:3]=[CH:4][C:5]([O:19][CH3:20])=[C:6]([C:8]([CH3:18])([CH3:17])[CH2:9][C:10]([OH:11])([C:13]([F:16])([F:15])[F:14])[CH2:12][NH:21][C:22]2[CH:30]=[CH:29][CH:28]=[C:27]3[C:23]=2[CH:24]=[N:25][N:26]3[C:31]2[CH:32]=[C:33]([CH:38]=[CH:39][CH:40]=2)[C:34]([O:36][CH3:37])=[O:35])[CH:7]=1. (7) Given the reactants [F:1][CH:2]([F:24])[C:3]1[N:14]([S:15]([C:18]2[CH:23]=[CH:22][CH:21]=[CH:20][CH:19]=2)(=[O:17])=[O:16])[C:6]2=[N:7][CH:8]=[CH:9][C:10](B(O)O)=[C:5]2[CH:4]=1.Cl[C:26]1[N:31]=[CH:30][C:29]([S:32]([NH:35][CH:36]2[CH2:41][CH2:40][S:39](=[O:43])(=[O:42])[CH2:38][CH2:37]2)(=[O:34])=[O:33])=[CH:28][CH:27]=1.C(=O)([O-])[O-].[Na+].[Na+].O1CCOCC1, predict the reaction product. The product is: [F:1][CH:2]([F:24])[C:3]1[N:14]([S:15]([C:18]2[CH:23]=[CH:22][CH:21]=[CH:20][CH:19]=2)(=[O:17])=[O:16])[C:6]2=[N:7][CH:8]=[CH:9][C:10]([C:26]3[N:31]=[CH:30][C:29]([S:32]([NH:35][CH:36]4[CH2:37][CH2:38][S:39](=[O:42])(=[O:43])[CH2:40][CH2:41]4)(=[O:33])=[O:34])=[CH:28][CH:27]=3)=[C:5]2[CH:4]=1.